Predict which catalyst facilitates the given reaction. From a dataset of Catalyst prediction with 721,799 reactions and 888 catalyst types from USPTO. (1) Reactant: [C:1]1([CH2:7][N:8]2[C:20]3[CH2:19][CH2:18][CH2:17][C:16](=[O:21])[C:15]=3[C:14]3[C:9]2=[CH:10][CH:11]=[CH:12][C:13]=3[C:22]([O:24][CH3:25])=[O:23])[CH:6]=[CH:5][CH:4]=[CH:3][CH:2]=1.ClC1C(=O)C(C#N)=C(C#N)C(=O)C=1Cl. Product: [C:1]1([CH2:7][N:8]2[C:20]3[CH:19]=[CH:18][CH:17]=[C:16]([OH:21])[C:15]=3[C:14]3[C:9]2=[CH:10][CH:11]=[CH:12][C:13]=3[C:22]([O:24][CH3:25])=[O:23])[CH:6]=[CH:5][CH:4]=[CH:3][CH:2]=1. The catalyst class is: 11. (2) Reactant: [CH2:1]([O:8][C:9]1[CH:10]=[C:11]([N:22]([CH2:45][CH2:46][CH2:47][CH3:48])[CH2:23][CH2:24][CH2:25][CH2:26][O:27][Si:28]([C:41]([CH3:44])([CH3:43])[CH3:42])([C:35]2[CH:40]=[CH:39][CH:38]=[CH:37][CH:36]=2)[C:29]2[CH:34]=[CH:33][CH:32]=[CH:31][CH:30]=2)[CH:12]=[CH:13][C:14]=1[CH:15]=[CH:16][C:17]1[S:18][CH:19]=[CH:20][CH:21]=1)[C:2]1[CH:7]=[CH:6][CH:5]=[CH:4][CH:3]=1.C([Li])CCC.CN(C)[CH:56]=[O:57].II. Product: [CH2:1]([O:8][C:9]1[CH:10]=[C:11]([N:22]([CH2:45][CH2:46][CH2:47][CH3:48])[CH2:23][CH2:24][CH2:25][CH2:26][O:27][Si:28]([C:41]([CH3:42])([CH3:43])[CH3:44])([C:29]2[CH:34]=[CH:33][CH:32]=[CH:31][CH:30]=2)[C:35]2[CH:36]=[CH:37][CH:38]=[CH:39][CH:40]=2)[CH:12]=[CH:13][C:14]=1[CH:15]=[CH:16][C:17]1[S:18][C:19]([CH:56]=[O:57])=[CH:20][CH:21]=1)[C:2]1[CH:3]=[CH:4][CH:5]=[CH:6][CH:7]=1. The catalyst class is: 365. (3) Reactant: [CH3:1][O:2][C:3]1[CH:12]=[C:11]2[C:6]([CH2:7][CH2:8][N:9]=[C:10]2[CH3:13])=[CH:5][CH:4]=1.[BH4-].[Na+].O.C(OCC)(=O)C. Product: [CH3:1][O:2][C:3]1[CH:12]=[C:11]2[C:6]([CH2:7][CH2:8][NH:9][CH:10]2[CH3:13])=[CH:5][CH:4]=1. The catalyst class is: 5. (4) Reactant: C[O-].[Na+].C(OP([CH2:12][C:13]1[N:18]=[CH:17][C:16]([C:19]2[CH:20]=[C:21]([C:34]3[CH:39]=[CH:38][CH:37]=[CH:36][N:35]=3)[C:22]3[S:26][C:25]([NH:27][C:28]([NH:30][CH2:31][CH3:32])=[O:29])=[N:24][C:23]=3[CH:33]=2)=[CH:15][N:14]=1)(OCC)=O)C.[CH:40](=O)[CH3:41]. Product: [CH2:31]([NH:30][C:28]([NH:27][C:25]1[S:26][C:22]2[C:21]([C:34]3[CH:39]=[CH:38][CH:37]=[CH:36][N:35]=3)=[CH:20][C:19]([C:16]3[CH:15]=[N:14][C:13](/[CH:12]=[CH:40]/[CH3:41])=[N:18][CH:17]=3)=[CH:33][C:23]=2[N:24]=1)=[O:29])[CH3:32]. The catalyst class is: 49. (5) Reactant: [O:1]1[C:5]2[CH:6]=[CH:7][C:8]([CH2:10][CH2:11][OH:12])=[CH:9][C:4]=2[O:3][CH2:2]1.[N+:13]([C:16]1[CH:23]=[CH:22][C:19]([CH:20]=O)=[CH:18][CH:17]=1)([O-:15])=[O:14]. Product: [N+:13]([C:16]1[CH:23]=[CH:22][C:19]([CH:20]2[C:7]3[CH:6]=[C:5]4[O:1][CH2:2][O:3][C:4]4=[CH:9][C:8]=3[CH2:10][CH2:11][O:12]2)=[CH:18][CH:17]=1)([O-:15])=[O:14]. The catalyst class is: 8.